This data is from Full USPTO retrosynthesis dataset with 1.9M reactions from patents (1976-2016). The task is: Predict the reactants needed to synthesize the given product. (1) Given the product [C:14]([O-:18])(=[O:17])[CH:15]=[CH2:16].[C:14]([O-:18])(=[O:17])[CH:15]=[CH2:16].[C:14]([O-:18])(=[O:17])[CH:15]=[CH2:16].[Al+3:13], predict the reactants needed to synthesize it. The reactants are: C([O-])(C)C.C([O-])(C)C.C([O-])(C)C.[Al+3:13].[C:14]([OH:18])(=[O:17])[CH:15]=[CH2:16]. (2) Given the product [O:10]1[CH2:11][CH2:12][CH2:13][CH:8]([C:7]2[C:2]([O:27][C:24]3[CH:23]=[CH:22][C:21]([NH:20][C:15]4[CH:16]=[CH:17][CH:18]=[CH:19][N:14]=4)=[CH:26][CH:25]=3)=[N:3][CH:4]=[CH:5][CH:6]=2)[CH2:9]1, predict the reactants needed to synthesize it. The reactants are: F[C:2]1[C:7]([CH:8]2[CH2:13][CH2:12][CH2:11][O:10][CH2:9]2)=[CH:6][CH:5]=[CH:4][N:3]=1.[N:14]1[CH:19]=[CH:18][CH:17]=[CH:16][C:15]=1[NH:20][C:21]1[CH:26]=[CH:25][C:24]([OH:27])=[CH:23][CH:22]=1.C(=O)([O-])[O-].[Cs+].[Cs+].